Dataset: Forward reaction prediction with 1.9M reactions from USPTO patents (1976-2016). Task: Predict the product of the given reaction. Given the reactants Cl[C:2]1[CH:23]=[C:22]([F:24])[C:21]([N+:25]([O-:27])=[O:26])=[CH:20][C:3]=1[C:4]([NH:6][CH:7]1[CH2:12][CH2:11][N:10]([C:13]([O:15][C:16]([CH3:19])([CH3:18])[CH3:17])=[O:14])[CH2:9][CH2:8]1)=[O:5].[CH2:28](OB(C=C)OCCCC)[CH2:29]CC.C(=O)([O-])[O-].[Na+].[Na+], predict the reaction product. The product is: [F:24][C:22]1[C:21]([N+:25]([O-:27])=[O:26])=[CH:20][C:3]([C:4]([NH:6][CH:7]2[CH2:12][CH2:11][N:10]([C:13]([O:15][C:16]([CH3:19])([CH3:18])[CH3:17])=[O:14])[CH2:9][CH2:8]2)=[O:5])=[C:2]([CH:28]=[CH2:29])[CH:23]=1.